The task is: Predict which catalyst facilitates the given reaction.. This data is from Catalyst prediction with 721,799 reactions and 888 catalyst types from USPTO. (1) Reactant: Br[C:2]1[C:3]([O:27][C:28]2[C:29]([CH3:34])=[N:30][CH:31]=[CH:32][CH:33]=2)=[CH:4][C:5]([NH:8][C:9]2[S:10][CH:11]=[C:12]([CH:14]3[CH2:19][CH2:18][N:17]([C:20]([O:22][C:23]([CH3:26])([CH3:25])[CH3:24])=[O:21])[CH2:16][CH2:15]3)[N:13]=2)=[N:6][CH:7]=1.CC1(C)C2C(=C(P(C3C=CC=CC=3)C3C=CC=CC=3)C=CC=2)OC2C(P(C3C=CC=CC=3)C3C=CC=CC=3)=CC=CC1=2.[O-]P([O-])([O-])=O.[K+].[K+].[K+].[CH3:85][O:86][C:87]1[CH:88]=[C:89]([SH:93])[CH:90]=[CH:91][CH:92]=1. Product: [CH3:85][O:86][C:87]1[CH:88]=[C:89]([S:93][C:2]2[C:3]([O:27][C:28]3[C:29]([CH3:34])=[N:30][CH:31]=[CH:32][CH:33]=3)=[CH:4][C:5]([NH:8][C:9]3[S:10][CH:11]=[C:12]([CH:14]4[CH2:19][CH2:18][N:17]([C:20]([O:22][C:23]([CH3:26])([CH3:25])[CH3:24])=[O:21])[CH2:16][CH2:15]4)[N:13]=3)=[N:6][CH:7]=2)[CH:90]=[CH:91][CH:92]=1. The catalyst class is: 101. (2) Reactant: [Br:1][C:2]1[CH:7]=[CH:6][C:5]([CH2:8][C:9]#[N:10])=[C:4]([C:11]([F:14])([F:13])[F:12])[CH:3]=1.[H-].[Na+].[Cl:17][CH2:18][CH2:19][CH2:20]I.CCCCCCC. Product: [Br:1][C:2]1[CH:7]=[CH:6][C:5]([CH:8]([CH2:20][CH2:19][CH2:18][Cl:17])[C:9]#[N:10])=[C:4]([C:11]([F:12])([F:13])[F:14])[CH:3]=1. The catalyst class is: 7.